From a dataset of Reaction yield outcomes from USPTO patents with 853,638 reactions. Predict the reaction yield, written as a fraction of the theoretical maximum amount of product (1.0 means a 100% yield; for example, 0.34 means a 34% yield). The reactants are C([NH:8][C:9]1[C:10]([CH3:23])=[C:11]([CH3:22])[C:12]2[O:16][C:15]([CH3:18])([CH3:17])[C:14](=[O:19])[C:13]=2[C:20]=1[CH3:21])C1C=CC=CC=1. The catalyst is C(OCC)(=O)C.CCCCCC. The product is [NH2:8][C:9]1[C:10]([CH3:23])=[C:11]([CH3:22])[C:12]2[O:16][C:15]([CH3:17])([CH3:18])[C:14](=[O:19])[C:13]=2[C:20]=1[CH3:21]. The yield is 0.880.